Dataset: Full USPTO retrosynthesis dataset with 1.9M reactions from patents (1976-2016). Task: Predict the reactants needed to synthesize the given product. (1) Given the product [CH:7]([N:4]1[CH2:5][CH2:6][CH:2]([NH:1][C:35](=[O:36])[CH2:34][N:27]([C:21]2[CH:26]=[CH:25][CH:24]=[CH:23][CH:22]=2)[C:28]2[CH:33]=[CH:32][CH:31]=[CH:30][CH:29]=2)[C:3]1=[O:20])([C:8]1[CH:13]=[CH:12][CH:11]=[CH:10][CH:9]=1)[C:14]1[CH:19]=[CH:18][CH:17]=[CH:16][CH:15]=1, predict the reactants needed to synthesize it. The reactants are: [NH2:1][CH:2]1[CH2:6][CH2:5][N:4]([CH:7]([C:14]2[CH:19]=[CH:18][CH:17]=[CH:16][CH:15]=2)[C:8]2[CH:13]=[CH:12][CH:11]=[CH:10][CH:9]=2)[C:3]1=[O:20].[C:21]1([N:27]([CH2:34][C:35](O)=[O:36])[C:28]2[CH:33]=[CH:32][CH:31]=[CH:30][CH:29]=2)[CH:26]=[CH:25][CH:24]=[CH:23][CH:22]=1.C(Cl)CCl. (2) Given the product [C:13]([O:12][C:10]([N:7]1[CH2:6][CH2:5][CH:4]([C:1](=[O:3])[CH2:2][C:17](=[O:19])[CH3:18])[CH2:9][CH2:8]1)=[O:11])([CH3:16])([CH3:15])[CH3:14], predict the reactants needed to synthesize it. The reactants are: [C:1]([CH:4]1[CH2:9][CH2:8][N:7]([C:10]([O:12][C:13]([CH3:16])([CH3:15])[CH3:14])=[O:11])[CH2:6][CH2:5]1)(=[O:3])[CH3:2].[C:17](OCC)(=[O:19])[CH3:18].CC(C)([O-])C.[K+]. (3) Given the product [OH:10][C:40]([CH2:41][CH2:42][CH2:43][CH2:44][C@H:45]1[C@@H:53]2[C@@H:48]([NH:49][C:50]([NH:52]2)=[O:51])[CH2:47][S:46]1)=[O:54], predict the reactants needed to synthesize it. The reactants are: CC(C1C=C2CC[C@@H]3[C@](C(O)=O)(CCCC3(C)C)C2=C(O)C=1[OH:10])C.C1(N=C=NC2CCCCC2)CCCCC1.[C:40](NCCCCCN)(=[O:54])[CH2:41][CH2:42][CH2:43][CH2:44][C@H:45]1[C@@H:53]2[C@@H:48]([NH:49][C:50]([NH:52]2)=[O:51])[CH2:47][S:46]1.Cl. (4) The reactants are: [CH3:1][O:2][C:3]([C:5]1[N:6]([CH2:23][C:24]2[CH:29]=[CH:28][C:27]([S:30](=[O:33])(=[O:32])[NH2:31])=[CH:26][CH:25]=2)[C:7](=[O:22])[C:8]2[C:13]([C:14]=1[C:15]1[CH:20]=[CH:19][CH:18]=[CH:17][CH:16]=1)=[CH:12][C:11]([Br:21])=[CH:10][CH:9]=2)=[O:4].[C:34](=O)([O-])[O-].[K+].[K+].CI. Given the product [CH3:1][O:2][C:3]([C:5]1[N:6]([CH2:23][C:24]2[CH:25]=[CH:26][C:27]([S:30](=[O:33])(=[O:32])[NH:31][CH3:34])=[CH:28][CH:29]=2)[C:7](=[O:22])[C:8]2[C:13]([C:14]=1[C:15]1[CH:16]=[CH:17][CH:18]=[CH:19][CH:20]=1)=[CH:12][C:11]([Br:21])=[CH:10][CH:9]=2)=[O:4], predict the reactants needed to synthesize it. (5) Given the product [O:27]1[C:26]2[CH:31]=[CH:32][C:23]([CH:21]([OH:20])[CH2:22][N:17]3[CH2:18][CH2:19][CH:14]([C:12]([C:10]4[S:11][C:7]5[CH:6]=[CH:5][CH:4]=[C:3]([O:2][CH3:1])[C:8]=5[N:9]=4)=[O:13])[CH2:15][CH2:16]3)=[CH:24][C:25]=2[O:30][CH2:29][CH2:28]1, predict the reactants needed to synthesize it. The reactants are: [CH3:1][O:2][C:3]1[C:8]2[N:9]=[C:10]([C:12]([CH:14]3[CH2:19][CH2:18][NH:17][CH2:16][CH2:15]3)=[O:13])[S:11][C:7]=2[CH:6]=[CH:5][CH:4]=1.[O:20]1[CH2:22][CH:21]1[C:23]1[CH:32]=[CH:31][C:26]2[O:27][CH2:28][CH2:29][O:30][C:25]=2[CH:24]=1.Cl([O-])(=O)(=O)=O.[Li+].C(=O)([O-])[O-].[K+].[K+]. (6) Given the product [F:1][C:2]([F:7])([F:6])[C@@H:3]([NH:5][CH2:9][C:10]1[CH:15]=[CH:14][C:13]([F:16])=[CH:12][CH:11]=1)[CH3:4], predict the reactants needed to synthesize it. The reactants are: [F:1][C:2]([F:7])([F:6])[C@@H:3]([NH2:5])[CH3:4].Br[CH2:9][C:10]1[CH:15]=[CH:14][C:13]([F:16])=[CH:12][CH:11]=1.C([O-])([O-])=O.[K+].[K+]. (7) Given the product [C:1]([C:5]1[CH:10]=[CH:9][C:8]([NH2:11])=[CH:7][C:6]=1[C:14]1[CH2:19][CH2:18][N:17]([CH3:20])[CH2:16][CH:15]=1)([CH3:4])([CH3:2])[CH3:3], predict the reactants needed to synthesize it. The reactants are: [C:1]([C:5]1[CH:10]=[CH:9][C:8]([N+:11]([O-])=O)=[CH:7][C:6]=1[C:14]1[CH:19]=[CH:18][N+:17]([CH3:20])=[CH:16][CH:15]=1)([CH3:4])([CH3:3])[CH3:2].[NH4+].[Cl-].[BH4-].[Na+].